From a dataset of Catalyst prediction with 721,799 reactions and 888 catalyst types from USPTO. Predict which catalyst facilitates the given reaction. (1) Reactant: [C:1]([OH:4])(=O)[CH3:2].[CH3:5][N:6]1[C@@H]2[CH2:23][C:11]3[CH:12]=[CH:13][C:14]([OH:26])=[C:15]4[O:16][C@H:17]5[C:18]([O:24]C)=[CH:19][CH:20]=C2[C@:9]5([C:10]=34)[CH2:8][CH2:7]1.C(OO)(=O)C.OO. Product: [CH3:5][N:6]1[C@@H:2]2[CH2:23][C:11]3=[CH:12][CH:13]=[C:14]([OH:26])[C:15]4[O:16][C@H:17]5[C:18]([CH2:19][CH2:20][C@:1]2([OH:4])[C@:9]5([C:10]=43)[CH2:8][CH2:7]1)=[O:24]. The catalyst class is: 6. (2) Reactant: [CH3:1][C:2]([CH3:16])([C:4](=O)[C:5]#[C:6][CH2:7][O:8]C1CCCCO1)[CH3:3].C[O-].[Na+].Cl.[NH2:21][OH:22].Cl.C(=O)([O-])O.[Na+]. Product: [C:2]([C:4]1[CH:5]=[C:6]([CH2:7][OH:8])[O:22][N:21]=1)([CH3:16])([CH3:3])[CH3:1]. The catalyst class is: 5. (3) Reactant: C(N(CC)CC)C.[NH2:8][C:9]1[N:17]=[C:16]([F:18])[CH:15]=[CH:14][C:10]=1[C:11]([OH:13])=O.[CH3:19][O:20][C:21]1[CH:22]=[C:23]([O:27][C:28]2[CH:35]=[CH:34][C:31]([CH2:32][NH2:33])=[CH:30][CH:29]=2)[CH:24]=[CH:25][CH:26]=1.CN([P+](ON1N=NC2C=CC=CC1=2)(N(C)C)N(C)C)C.F[P-](F)(F)(F)(F)F. Product: [CH3:19][O:20][C:21]1[CH:22]=[C:23]([O:27][C:28]2[CH:29]=[CH:30][C:31]([CH2:32][NH:33][C:11](=[O:13])[C:10]3[CH:14]=[CH:15][C:16]([F:18])=[N:17][C:9]=3[NH2:8])=[CH:34][CH:35]=2)[CH:24]=[CH:25][CH:26]=1. The catalyst class is: 3. (4) Reactant: [CH2:1]([C:8]1[C:9]([NH2:22])=[N:10][CH:11]=[C:12]([C:14]2[CH:19]=[CH:18][C:17]([O:20][CH3:21])=[CH:16][CH:15]=2)[N:13]=1)[C:2]1[CH:7]=[CH:6][CH:5]=[CH:4][CH:3]=1.[CH3:23][O:24][C:25]1[CH:26]=[C:27]2[C:32](=[CH:33][CH:34]=1)[C:31]([C:35](Cl)=[O:36])=[CH:30][CH:29]=[CH:28]2.[OH2:38]. Product: [CH2:1]([C:8]1[C:9]([N:22]([C:35]([C:31]2[C:32]3[C:27](=[CH:26][C:25]([O:24][CH3:23])=[CH:34][CH:33]=3)[CH:28]=[CH:29][CH:30]=2)=[O:38])[C:35]([C:31]2[C:32]3[C:27](=[CH:26][C:25]([O:24][CH3:23])=[CH:34][CH:33]=3)[CH:28]=[CH:29][CH:30]=2)=[O:36])=[N:10][CH:11]=[C:12]([C:14]2[CH:19]=[CH:18][C:17]([O:20][CH3:21])=[CH:16][CH:15]=2)[N:13]=1)[C:2]1[CH:7]=[CH:6][CH:5]=[CH:4][CH:3]=1. The catalyst class is: 537.